Dataset: Reaction yield outcomes from USPTO patents with 853,638 reactions. Task: Predict the reaction yield, written as a fraction of the theoretical maximum amount of product (1.0 means a 100% yield; for example, 0.34 means a 34% yield). (1) The reactants are C[O:2][C:3]([C:5]1[CH:13]=[C:12]2[C:8]([C:9]([S:23][C:24]3[CH:29]=[CH:28][CH:27]=[CH:26][C:25]=3[N+:30]([O-:32])=[O:31])=[CH:10][N:11]2[CH2:14][C:15]2[CH:20]=[C:19]([F:21])[CH:18]=[C:17]([F:22])[CH:16]=2)=[CH:7][CH:6]=1)=[O:4].O[Li].O.Cl. The catalyst is O1CCOCC1.O. The product is [F:22][C:17]1[CH:16]=[C:15]([CH:20]=[C:19]([F:21])[CH:18]=1)[CH2:14][N:11]1[C:12]2[C:8](=[CH:7][CH:6]=[C:5]([C:3]([OH:4])=[O:2])[CH:13]=2)[C:9]([S:23][C:24]2[CH:29]=[CH:28][CH:27]=[CH:26][C:25]=2[N+:30]([O-:32])=[O:31])=[CH:10]1. The yield is 0.890. (2) The reactants are [F:1][C:2]1[CH:7]=[CH:6][C:5]([F:8])=[CH:4][C:3]=1[C@H:9]1[CH2:13][CH2:12][CH2:11][N:10]1[C:14]1[CH:19]=[CH:18][N:17]2[N:20]=[CH:21][C:22]([C:23](O)=[O:24])=[C:16]2[N:15]=1.CN(C(ON1N=NC2C=CC=NC1=2)=[N+](C)C)C.F[P-](F)(F)(F)(F)F.[C:50]([NH2:54])([CH3:53])([CH3:52])[CH3:51].C(N(C(C)C)CC)(C)C. The catalyst is CN(C=O)C.O. The product is [C:50]([NH:54][C:23]([C:22]1[CH:21]=[N:20][N:17]2[CH:18]=[CH:19][C:14]([N:10]3[CH2:11][CH2:12][CH2:13][C@@H:9]3[C:3]3[CH:4]=[C:5]([F:8])[CH:6]=[CH:7][C:2]=3[F:1])=[N:15][C:16]=12)=[O:24])([CH3:53])([CH3:52])[CH3:51]. The yield is 0.900.